This data is from Catalyst prediction with 721,799 reactions and 888 catalyst types from USPTO. The task is: Predict which catalyst facilitates the given reaction. (1) Reactant: [OH:1][N:2]=[C:3]([C:5]1[CH:33]=[CH:32][C:8]([C:9]([NH:11][CH2:12][CH2:13][NH:14][C:15]([C:17]2[C:18]([C:28]([F:31])([F:30])[F:29])=[N:19][N:20]([C:22]3[CH:27]=[CH:26][CH:25]=[CH:24][CH:23]=3)[CH:21]=2)=[O:16])=[O:10])=[CH:7][N:6]=1)[NH2:4].[CH:34](OC)(OC)OC. Product: [O:1]1[CH:34]=[N:4][C:3]([C:5]2[CH:33]=[CH:32][C:8]([C:9]([NH:11][CH2:12][CH2:13][NH:14][C:15]([C:17]3[C:18]([C:28]([F:31])([F:30])[F:29])=[N:19][N:20]([C:22]4[CH:27]=[CH:26][CH:25]=[CH:24][CH:23]=4)[CH:21]=3)=[O:16])=[O:10])=[CH:7][N:6]=2)=[N:2]1. The catalyst class is: 25. (2) Reactant: C(OC([N:8]1[CH2:13][CH2:12][O:11][CH:10]([CH2:14][C:15]2[CH:20]=[CH:19][CH:18]=[CH:17][CH:16]=2)[CH2:9]1)=O)(C)(C)C. Product: [CH2:14]([CH:10]1[O:11][CH2:12][CH2:13][NH:8][CH2:9]1)[C:15]1[CH:16]=[CH:17][CH:18]=[CH:19][CH:20]=1. The catalyst class is: 89. (3) Reactant: Br[C:2]1[CH:12]=[C:11]([CH3:13])[C:5]2[N:6]=[C:7]([NH2:10])[N:8]=[N:9][C:4]=2[CH:3]=1.Br[C:15]1[CH:16]=[CH:17][CH:18]=[C:19]2[C:24]=1[N:23]=[CH:22][CH:21]=[CH:20]2.C1C=CC(P([C:38]2[C:47]([C:48]3C(P(C4C=CC=CC=4)C4C=CC=CC=4)=CC=C4C=3C=CC=C4)=[C:46]3[C:41]([CH:42]=CC=C3)=[CH:40][CH:39]=2)C2C=CC=CC=2)=CC=1.CC([O-])(C)C.[K+]. Product: [CH3:42][C:41]1[CH:40]=[CH:39][CH:38]=[C:47]([CH3:48])[C:46]=1[C:2]1[CH:12]=[C:11]([CH3:13])[C:5]2[N:6]=[C:7]([NH:10][C:15]3[CH:16]=[CH:17][CH:18]=[C:19]4[C:24]=3[N:23]=[CH:22][CH:21]=[CH:20]4)[N:8]=[N:9][C:4]=2[CH:3]=1. The catalyst class is: 11. (4) Reactant: CS[C:3]1[N:8]=[CH:7][C:6]([C:9]([OH:11])=O)=[CH:5][N:4]=1.[NH2:12][C:13]1[CH:14]=[C:15]([CH:22]=[CH:23][C:24]=1[CH3:25])[C:16]([NH:18][CH:19]1[CH2:21][CH2:20]1)=[O:17].CN(C(ON1N=N[C:36]2[CH:37]=[CH:38][CH:39]=[N:40][C:35]1=2)=[N+](C)C)C.F[P-](F)(F)(F)(F)F.CCN(C(C)C)C(C)C.[C:59](=O)(O)[O-:60].[Na+]. Product: [CH:19]1([NH:18][C:16]([C:15]2[CH:22]=[CH:23][C:24]([CH3:25])=[C:13]([NH:12][C:9]([C:6]3[CH:7]=[N:8][C:3]([O:60][CH2:59][C:35]4[CH:36]=[CH:37][CH:38]=[CH:39][N:40]=4)=[N:4][CH:5]=3)=[O:11])[CH:14]=2)=[O:17])[CH2:20][CH2:21]1. The catalyst class is: 3. (5) Product: [OH:56][C:49]1[C:48]([CH2:47][NH:46][C:10](=[O:12])[C:9]2[CH:8]=[CH:7][C:6]([CH:2]3[CH2:3][CH2:4][CH2:5][O:1]3)=[CH:14][CH:13]=2)=[C:53]([CH3:54])[CH:52]=[C:51]([CH3:55])[N:50]=1. The catalyst class is: 4. Reactant: [O:1]1[CH2:5][CH2:4][CH2:3][CH:2]1[C:6]1[CH:14]=[CH:13][C:9]([C:10]([OH:12])=O)=[CH:8][CH:7]=1.CN(C(ON1N=NC2C=CC=NC1=2)=[N+](C)C)C.F[P-](F)(F)(F)(F)F.C(N(CC)CC)C.[NH2:46][CH2:47][C:48]1[C:49]([OH:56])=[N:50][C:51]([CH3:55])=[CH:52][C:53]=1[CH3:54]. (6) Reactant: [C:1](Cl)(=[O:6])[CH2:2][CH2:3][CH2:4][CH3:5].[Si]([O:15][CH2:16][CH2:17][CH2:18][NH:19][C:20]1[C:29]2[C:24](=[CH:25][CH:26]=[CH:27][CH:28]=2)[N:23]=[CH:22][C:21]=1[NH2:30])(C(C)(C)C)(C)C. Product: [C:1]([O:15][CH2:16][CH2:17][CH2:18][N:19]1[C:20]2[C:29]3[CH:28]=[CH:27][CH:26]=[CH:25][C:24]=3[N:23]=[CH:22][C:21]=2[N:30]=[C:1]1[CH2:2][CH2:3][CH2:4][CH3:5])(=[O:6])[CH2:2][CH2:3][CH2:4][CH3:5]. The catalyst class is: 37.